Dataset: Reaction yield outcomes from USPTO patents with 853,638 reactions. Task: Predict the reaction yield, written as a fraction of the theoretical maximum amount of product (1.0 means a 100% yield; for example, 0.34 means a 34% yield). (1) The product is [CH2:1]([O:8][C:9]1[C:10]([CH:18]2[C:26]3[C:21](=[CH:22][CH:23]=[CH:24][CH:25]=3)[N:20]([CH:27]([C:34]3[CH:39]=[CH:38][CH:37]=[CH:36][CH:35]=3)[C:28]3[CH:29]=[CH:30][CH:31]=[CH:32][CH:33]=3)[C:19]2=[O:40])=[CH:11][C:12]2[O:16][CH2:15][O:14][C:13]=2[CH:17]=1)[C:2]1[CH:7]=[CH:6][CH:5]=[CH:4][CH:3]=1. The yield is 0.650. The catalyst is ClCCl. The reactants are [CH2:1]([O:8][C:9]1[C:10]([C:18]2(O)[C:26]3[C:21](=[CH:22][CH:23]=[CH:24][CH:25]=3)[N:20]([CH:27]([C:34]3[CH:39]=[CH:38][CH:37]=[CH:36][CH:35]=3)[C:28]3[CH:33]=[CH:32][CH:31]=[CH:30][CH:29]=3)[C:19]2=[O:40])=[CH:11][C:12]2[O:16][CH2:15][O:14][C:13]=2[CH:17]=1)[C:2]1[CH:7]=[CH:6][CH:5]=[CH:4][CH:3]=1.FC(F)(F)C(O)=O.C([SiH](CC)CC)C. (2) The reactants are [CH:1]1([N:7]2[C:12](=[O:13])[C:11]([C:14]([NH:16][CH2:17][C:18]([O:20]CC)=[O:19])=[O:15])=[C:10]([OH:23])[C:9]([C:24]([O:26]C)=O)=[C:8]2[OH:28])[CH2:6][CH2:5][CH2:4][CH2:3][CH2:2]1.[CH2:29]([NH2:31])[CH3:30].[OH-].[Na+].Cl. The catalyst is CO.O1CCOCC1.C(O)C. The product is [CH:1]1([N:7]2[C:8]([OH:28])=[C:9]([C:24]([NH:31][CH2:29][CH3:30])=[O:26])[C:10]([OH:23])=[C:11]([C:14]([NH:16][CH2:17][C:18]([OH:20])=[O:19])=[O:15])[C:12]2=[O:13])[CH2:2][CH2:3][CH2:4][CH2:5][CH2:6]1. The yield is 0.290. (3) The reactants are [CH3:1][O:2][C:3]([C:5]1([C:8]2[CH:13]=[CH:12][C:11]([OH:14])=[CH:10][CH:9]=2)[CH2:7][CH2:6]1)=[O:4].[C:15]([O:19][C:20](=[O:23])[CH:21]=[CH2:22])([CH3:18])([CH3:17])[CH3:16]. No catalyst specified. The product is [CH3:1][O:2][C:3]([C:5]1([C:8]2[CH:9]=[CH:10][C:11]([O:14][CH2:22][CH2:21][C:20]([O:19][C:15]([CH3:18])([CH3:17])[CH3:16])=[O:23])=[CH:12][CH:13]=2)[CH2:6][CH2:7]1)=[O:4]. The yield is 0.540. (4) The reactants are [Br:1][C:2]1[CH:3]=[CH:4][C:5]([OH:19])=[C:6]([CH:18]=1)[CH2:7][CH:8]1[CH2:11][N:10]([C:12](=[O:17])[C:13]([F:16])([F:15])[F:14])[CH2:9]1.C([O-])([O-])=O.[Cs+].[Cs+].Br[CH2:27][C:28]1[O:29][C:30]([C:33]([F:36])([F:35])[F:34])=[CH:31][CH:32]=1.C(=O)(O)[O-].[Na+]. The catalyst is CN(C=O)C.CCOC(C)=O. The product is [Br:1][C:2]1[CH:3]=[CH:4][C:5]([O:19][CH2:27][C:28]2[O:29][C:30]([C:33]([F:36])([F:35])[F:34])=[CH:31][CH:32]=2)=[C:6]([CH:18]=1)[CH2:7][CH:8]1[CH2:11][N:10]([C:12](=[O:17])[C:13]([F:15])([F:16])[F:14])[CH2:9]1. The yield is 0.910. (5) The reactants are [CH3:1][O:2][C:3]([C:5]1[N:6]=[C:7]2[N:12]=[C:11]([C:13]3[CH:18]=[CH:17][C:16]([CH:19]=O)=[CH:15][CH:14]=3)[C:10]([C:21]3[CH:26]=[CH:25][CH:24]=[CH:23][CH:22]=3)=[CH:9][N:8]2[CH:27]=1)=[O:4].[NH:28]1[CH2:31][CH:30]([C:32]2[NH:36][N:35]=[C:34]([C:37]3[CH:42]=[CH:41][CH:40]=[CH:39][N:38]=3)[N:33]=2)[CH2:29]1. No catalyst specified. The product is [CH3:1][O:2][C:3]([C:5]1[N:6]=[C:7]2[N:12]=[C:11]([C:13]3[CH:18]=[CH:17][C:16]([CH2:19][N:28]4[CH2:29][CH:30]([C:32]5[N:33]=[C:34]([C:37]6[CH:42]=[CH:41][CH:40]=[CH:39][N:38]=6)[NH:35][N:36]=5)[CH2:31]4)=[CH:15][CH:14]=3)[C:10]([C:21]3[CH:26]=[CH:25][CH:24]=[CH:23][CH:22]=3)=[CH:9][N:8]2[CH:27]=1)=[O:4]. The yield is 0.157. (6) The reactants are Br[C:2]1[C:3]([NH:10][CH2:11][C:12]([CH3:15])([CH3:14])[CH3:13])=[N:4][C:5]([C:8]#[N:9])=[N:6][CH:7]=1.[CH2:16]([N:19]1[CH2:24][CH2:23][S:22](=[O:26])(=[O:25])[CH2:21][CH2:20]1)[C:17]#[CH:18].C(N(CC)CC)C. The catalyst is CN(C=O)C.[Cu]I.Cl[Pd](Cl)([P](C1C=CC=CC=1)(C1C=CC=CC=1)C1C=CC=CC=1)[P](C1C=CC=CC=1)(C1C=CC=CC=1)C1C=CC=CC=1. The product is [CH3:13][C:12]([CH3:15])([CH3:14])[CH2:11][N:10]1[C:3]2[N:4]=[C:5]([C:8]#[N:9])[N:6]=[CH:7][C:2]=2[CH:18]=[C:17]1[CH2:16][N:19]1[CH2:20][CH2:21][S:22](=[O:25])(=[O:26])[CH2:23][CH2:24]1. The yield is 0.0140.